The task is: Predict the reaction yield, written as a fraction of the theoretical maximum amount of product (1.0 means a 100% yield; for example, 0.34 means a 34% yield).. This data is from Reaction yield outcomes from USPTO patents with 853,638 reactions. (1) The product is [CH3:26][O:25][C:4]1[CH:3]=[C:2]([N:28]2[N:29]=[CH:30][CH:31]=[N:27]2)[CH:7]=[CH:6][C:5]=1[C:8]1[O:9][C:10]([C:13]2[C:14]([C:19]3[CH:20]=[CH:21][CH:22]=[CH:23][CH:24]=3)=[N:15][O:16][C:17]=2[CH3:18])=[N:11][N:12]=1. The reactants are F[C:2]1[CH:7]=[CH:6][C:5]([C:8]2[O:9][C:10]([C:13]3[C:14]([C:19]4[CH:24]=[CH:23][CH:22]=[CH:21][CH:20]=4)=[N:15][O:16][C:17]=3[CH3:18])=[N:11][N:12]=2)=[C:4]([O:25][CH3:26])[CH:3]=1.[NH:27]1[CH:31]=[CH:30][N:29]=[N:28]1.C(=O)([O-])[O-].[K+].[K+]. No catalyst specified. The yield is 0.150. (2) The reactants are Br[CH2:2][C:3]1[C:8]([Cl:9])=[C:7]([F:10])[N:6]=[C:5]([F:11])[C:4]=1[Cl:12].[C:13]([O-:21])(=[O:20])[C:14]1[CH:19]=[CH:18][CH:17]=[CH:16][CH:15]=1.[Na+]. The catalyst is CN(C=O)C. The product is [C:13]([O:21][CH2:2][C:3]1[C:8]([Cl:9])=[C:7]([F:10])[N:6]=[C:5]([F:11])[C:4]=1[Cl:12])(=[O:20])[C:14]1[CH:19]=[CH:18][CH:17]=[CH:16][CH:15]=1. The yield is 0.810. (3) The reactants are [NH2:1]/[CH:2]=[C:3](\[N:7]([CH2:13][CH3:14])[C:8](=O)[CH:9]([CH3:11])[CH3:10])/[C:4](=[O:6])[CH3:5].[OH-].[Na+].[NH4+].[Cl-]. The catalyst is CCO. The product is [CH2:13]([N:7]1[C:3]([C:4](=[O:6])[CH3:5])=[CH:2][N:1]=[C:8]1[CH:9]([CH3:11])[CH3:10])[CH3:14]. The yield is 0.810. (4) The reactants are [CH3:1][C:2]1[N:3]([CH:18]([CH:20](OS(C2C=CC(C)=CC=2)(=O)=O)[CH3:21])[CH3:19])[C:4]2[C:9]([C:10]=1[C:11]([O:13][C:14]([CH3:17])([CH3:16])[CH3:15])=[O:12])=[CH:8][CH:7]=[CH:6][CH:5]=2.[CH3:33][S-:34].[Na+]. The catalyst is CN(C)C=O. The product is [CH3:1][C:2]1[N:3]([CH:18]([CH:20]([S:34][CH3:33])[CH3:21])[CH3:19])[C:4]2[C:9]([C:10]=1[C:11]([O:13][C:14]([CH3:17])([CH3:16])[CH3:15])=[O:12])=[CH:8][CH:7]=[CH:6][CH:5]=2. The yield is 0.680. (5) The reactants are [CH3:1][C@:2]1([C:16]([O:18][C:19]([CH3:22])([CH3:21])[CH3:20])=[O:17])[CH2:6][C:5](=[O:7])[N:4]([C@@H:8]([C:10]2[CH:15]=[CH:14][CH:13]=[CH:12][CH:11]=2)[CH3:9])[CH2:3]1.P(OCC)(OCC)[O:24]CC.C[Si]([N-][Si](C)(C)C)(C)C.[Li+]. The catalyst is O1CCCC1. The product is [OH:24][CH:6]1[C:5](=[O:7])[N:4]([C@@H:8]([C:10]2[CH:15]=[CH:14][CH:13]=[CH:12][CH:11]=2)[CH3:9])[CH2:3][C@@:2]1([CH3:1])[C:16]([O:18][C:19]([CH3:21])([CH3:20])[CH3:22])=[O:17]. The yield is 0.913. (6) The catalyst is C(#N)C.O. The yield is 0.680. The product is [C:23]([CH:7]1[C:8]2[C:3](=[C:2]([Cl:1])[CH:11]=[CH:10][CH:9]=2)[CH2:4][CH2:5][C:6]1([NH2:15])[C:12]([OH:14])=[O:13])([O:24][CH2:25][CH:26]1[C:27]2[C:32](=[CH:31][CH:30]=[CH:29][CH:28]=2)[C:33]2[C:38]1=[CH:37][CH:36]=[CH:35][CH:34]=2)=[O:39]. The reactants are [Cl:1][C:2]1[CH:11]=[CH:10][CH:9]=[C:8]2[C:3]=1[CH2:4][CH2:5][C:6]([NH2:15])([C:12]([OH:14])=[O:13])[CH2:7]2.C(N(CC)CC)C.[C:23](=O)([O:39]N1C(=O)CCC1=O)[O:24][CH2:25][CH:26]1[C:38]2[CH:37]=[CH:36][CH:35]=[CH:34][C:33]=2[C:32]2[C:27]1=[CH:28][CH:29]=[CH:30][CH:31]=2. (7) The reactants are [CH3:1][C:2]1[N:6]([CH2:7][CH2:8][C:9]2[CH:14]=[CH:13][C:12]([O:15][CH2:16][CH2:17][CH2:18][CH2:19][CH2:20][CH2:21][CH2:22][CH2:23][CH2:24][CH2:25][CH2:26][CH3:27])=[CH:11][CH:10]=2)[C:5]([C:28]2[CH:47]=[CH:46][C:31]([O:32][C@H:33]([CH2:39][C:40]3[CH:45]=[CH:44][CH:43]=[CH:42][CH:41]=3)[C:34]([O:36]CC)=[O:35])=[CH:30][CH:29]=2)=[CH:4][CH:3]=1.[OH-].[K+].Cl. The catalyst is C1COCC1.CO. The product is [CH3:1][C:2]1[N:6]([CH2:7][CH2:8][C:9]2[CH:10]=[CH:11][C:12]([O:15][CH2:16][CH2:17][CH2:18][CH2:19][CH2:20][CH2:21][CH2:22][CH2:23][CH2:24][CH2:25][CH2:26][CH3:27])=[CH:13][CH:14]=2)[C:5]([C:28]2[CH:47]=[CH:46][C:31]([O:32][C@H:33]([CH2:39][C:40]3[CH:41]=[CH:42][CH:43]=[CH:44][CH:45]=3)[C:34]([OH:36])=[O:35])=[CH:30][CH:29]=2)=[CH:4][CH:3]=1. The yield is 0.816.